This data is from Full USPTO retrosynthesis dataset with 1.9M reactions from patents (1976-2016). The task is: Predict the reactants needed to synthesize the given product. (1) Given the product [Br:1][C:2]1[C:3]([F:11])=[C:4]([C:5](=[O:7])[CH2:22][CH2:16][Cl:14])[CH:8]=[CH:9][CH:10]=1, predict the reactants needed to synthesize it. The reactants are: [Br:1][C:2]1[C:3]([F:11])=[C:4]([CH:8]=[CH:9][CH:10]=1)[C:5]([OH:7])=O.O=S(Cl)[Cl:14].[C:16]1([CH3:22])C=CC=CC=1. (2) Given the product [F:11][C:35]1[C:34]([N:37]2[CH2:42][CH2:41][O:40][CH2:39][CH2:38]2)=[CH:33][C:27]([C:28]([N:30]([CH3:32])[CH3:31])=[O:29])=[C:26]([CH3:25])[CH:36]=1.[F:6][C:33]1[C:34]([N:37]2[CH2:42][CH2:41][O:40][CH2:39][CH2:38]2)=[CH:35][CH:36]=[C:26]([CH3:25])[C:27]=1[C:28]([N:30]([CH3:32])[CH3:31])=[O:29], predict the reactants needed to synthesize it. The reactants are: F[B-](F)(F)F.[F:6][B-](F)(F)F.[F:11][N+]1C=CC=CC=1C1C=CC=C[N+]=1F.[CH3:25][C:26]1[CH:36]=[CH:35][C:34]([N:37]2[CH2:42][CH2:41][O:40][CH2:39][CH2:38]2)=[CH:33][C:27]=1[C:28]([N:30]([CH3:32])[CH3:31])=[O:29].C(=O)(O)[O-].[Na+]. (3) The reactants are: [NH2:1][C:2]1[CH:7]=[C:6](I)[N:5]=[C:4]([C:9]([O:11][CH3:12])=[O:10])[C:3]=1[Cl:13].[Br:14][C:15]1[CH:20]=[CH:19][C:18](B(O)O)=[C:17]([F:24])[C:16]=1[O:25][CH3:26].[F-].[Cs+].[CH2:29]([CH2:32]OC)[O:30]C. Given the product [C:29]([NH:1][C:2]1[CH:7]=[C:6]([C:18]2[CH:19]=[CH:20][C:15]([Br:14])=[C:16]([O:25][CH3:26])[C:17]=2[F:24])[N:5]=[C:4]([C:9]([O:11][CH3:12])=[O:10])[C:3]=1[Cl:13])(=[O:30])[CH3:32], predict the reactants needed to synthesize it. (4) Given the product [NH2:15][C:12]1[CH:13]=[CH:14][C:9]([O:8][C:6]2[CH:5]=[CH:4][N:3]=[C:2]([NH2:1])[CH:7]=2)=[CH:10][C:11]=1[F:22], predict the reactants needed to synthesize it. The reactants are: [NH2:1][C:2]1[CH:7]=[C:6]([O:8][C:9]2[CH:14]=[CH:13][C:12]([NH:15]C(=O)C(C)(C)C)=[C:11]([F:22])[CH:10]=2)[CH:5]=[CH:4][N:3]=1.Cl. (5) The reactants are: [F:1][C:2]1[CH:3]=[C:4]([C:9]#[C:10][Si](C)(C)C)[C:5]([NH2:8])=[N:6][CH:7]=1.CC(C)([O-])C.[K+].[Cl-].[Na+]. Given the product [F:1][C:2]1[CH:3]=[C:4]2[CH:9]=[CH:10][NH:8][C:5]2=[N:6][CH:7]=1, predict the reactants needed to synthesize it. (6) Given the product [CH3:1][C:2]1([CH3:25])[CH2:11][CH2:10][C:9]([CH3:12])([CH3:13])[C:8]2[CH:7]=[C:6]([CH2:14][C:15]3[CH:16]=[C:17]([CH:20]=[O:21])[S:18][CH:19]=3)[CH:5]=[CH:4][C:3]1=2, predict the reactants needed to synthesize it. The reactants are: [CH3:1][C:2]1([CH3:25])[CH2:11][CH2:10][C:9]([CH3:13])([CH3:12])[C:8]2[CH:7]=[C:6]([CH2:14][C:15]3[CH:16]=[C:17]([CH:20]4OCC[O:21]4)[S:18][CH:19]=3)[CH:5]=[CH:4][C:3]1=2.Cl.CO. (7) Given the product [CH3:11][CH2:10][N:9]=[C:8]=[N:7][CH2:6][CH2:5][CH2:4][N:3]([CH3:12])[CH3:2], predict the reactants needed to synthesize it. The reactants are: Cl.[CH3:2][N:3]([CH3:12])[CH2:4][CH2:5][CH2:6][N:7]=[C:8]=[N:9][CH2:10][CH3:11].CC1SC=C(C(O)=O)N=1. (8) The reactants are: [F:1][C:2]1[CH:3]=[C:4]2[C:8](=[CH:9][CH:10]=1)[NH:7][C:6](=[O:11])[CH2:5]2.[Li+].C[Si]([N-][Si](C)(C)C)(C)C.C1COCC1.[CH3:27][C:28]1([CH3:48])[C:36]2[C:31](=[CH:32][CH:33]=[C:34]([C:37]#[C:38][CH2:39][O:40]C3CCCCO3)[CH:35]=2)[C:30](=O)[O:29]1. Given the product [F:1][C:2]1[CH:3]=[C:4]2[C:8](=[CH:9][CH:10]=1)[NH:7][C:6](=[O:11])[C:5]2=[C:30]1[C:31]2[C:36](=[CH:35][C:34]([CH2:37][CH2:38][CH2:39][OH:40])=[CH:33][CH:32]=2)[C:28]([CH3:48])([CH3:27])[O:29]1, predict the reactants needed to synthesize it. (9) Given the product [F:10][C:11]1[CH:16]=[C:15]([C:17]2[C:18]3=[N:23][S:6](=[O:8])(=[O:7])[CH2:5][CH2:4][N:19]3[CH:20]=[CH:21][CH:22]=2)[CH:14]=[CH:13][C:12]=1[C:24]1[CH:25]=[CH:26][CH:27]=[CH:28][CH:29]=1, predict the reactants needed to synthesize it. The reactants are: [H-].[Na+].Cl[CH2:4][CH2:5][S:6](Cl)(=[O:8])=[O:7].[F:10][C:11]1[CH:16]=[C:15]([C:17]2[C:18]([NH2:23])=[N:19][CH:20]=[CH:21][CH:22]=2)[CH:14]=[CH:13][C:12]=1[C:24]1[CH:29]=[CH:28][CH:27]=[CH:26][CH:25]=1.O.